Task: Regression/Classification. Given a drug SMILES string, predict its absorption, distribution, metabolism, or excretion properties. Task type varies by dataset: regression for continuous measurements (e.g., permeability, clearance, half-life) or binary classification for categorical outcomes (e.g., BBB penetration, CYP inhibition). Dataset: bbb_martins.. Dataset: Blood-brain barrier penetration binary classification data from Martins et al. (1) The molecule is C[C@]1(O)CC[C@H]2[C@@H]3CCC4=CC(=O)CC[C@]4(C)[C@H]3CC[C@@]21C. The result is 0 (does not penetrate BBB). (2) The molecule is Cn1c(=O)c2c(ncn2CCN2CCC(c3c[nH]c4ccccc34)CC2)n(C)c1=O. The result is 1 (penetrates BBB). (3) The compound is Cc1onc(-c2ccccc2)c1C(=O)N[C@@H]1C(=O)N2[C@@H](C(=O)O)C(C)(C)S[C@H]12. The result is 0 (does not penetrate BBB). (4) The drug is CN(C(=O)CNC(=O)[C@@H](N)CCCCN)c1ccc(Cl)cc1C(=O)c1ccccc1. The result is 1 (penetrates BBB). (5) The molecule is CCNC1(c2ccccc2)CCCCC1. The result is 1 (penetrates BBB).